This data is from Full USPTO retrosynthesis dataset with 1.9M reactions from patents (1976-2016). The task is: Predict the reactants needed to synthesize the given product. Given the product [Cl:2][C:3]1[C:11]2[C:6](=[CH:7][CH:8]=[C:9]([C:12]3[O:16][N:15]=[C:14]([C:17]4[C:18]([CH3:27])=[C:19]5[C:24](=[CH:25][CH:26]=4)[CH2:23][N:22]([S:40]([NH2:43])(=[O:42])=[O:41])[CH2:21][CH2:20]5)[N:13]=3)[CH:10]=2)[N:5]([CH:28]([CH3:30])[CH3:29])[N:4]=1, predict the reactants needed to synthesize it. The reactants are: Cl.[Cl:2][C:3]1[C:11]2[C:6](=[CH:7][CH:8]=[C:9]([C:12]3[O:16][N:15]=[C:14]([C:17]4[C:18]([CH3:27])=[C:19]5[C:24](=[CH:25][CH:26]=4)[CH2:23][NH:22][CH2:21][CH2:20]5)[N:13]=3)[CH:10]=2)[N:5]([CH:28]([CH3:30])[CH3:29])[N:4]=1.C(N(C(C)C)CC)(C)C.[S:40](N)([NH2:43])(=[O:42])=[O:41].